This data is from Full USPTO retrosynthesis dataset with 1.9M reactions from patents (1976-2016). The task is: Predict the reactants needed to synthesize the given product. (1) Given the product [OH:55][C:10]1[N:9]=[CH:8][N:7]2[CH2:4][CH2:3][C@@H:2]([C:21]3[CH:22]=[C:23]4[C:28](=[CH:29][CH:30]=3)[CH:27]=[C:26]([C:31]([NH:33][CH3:34])=[O:32])[CH:25]=[CH:24]4)[C:6]=12, predict the reactants needed to synthesize it. The reactants are: O[C@@:2]([C:21]1[CH:22]=[C:23]2[C:28](=[CH:29][CH:30]=1)[CH:27]=[C:26]([C:31]([NH:33][CH3:34])=[O:32])[CH:25]=[CH:24]2)([C:6]1[N:7]=[CH:8][N:9](S(C2C=CC(C)=CC=2)(=O)=O)[CH:10]=1)[CH2:3][CH2:4]O.C(N(C(C)C)C(C)C)C.CS(Cl)(=O)=O.C(=O)([O-])[O-].[Na+].[Na+].[OH2:55]. (2) The reactants are: [C:1](O)(=O)[CH:2]([CH3:4])[CH3:3].C(=O)(O)O.[NH:11]([C:13](=[NH:15])[NH2:14])[NH2:12].[N+]([O-])(O)=O. Given the product [CH:2]([C:1]1[N:14]=[C:13]([NH2:15])[NH:11][N:12]=1)([CH3:4])[CH3:3], predict the reactants needed to synthesize it. (3) Given the product [Cl:1][C:2]1[CH:3]=[C:4]([CH:10]=[CH:11][C:12]=1[N:13]1[CH:14]([CH3:17])[CH2:15][O:16][C:25]1=[O:26])[C:5]([O:7][CH2:8][CH3:9])=[O:6], predict the reactants needed to synthesize it. The reactants are: [Cl:1][C:2]1[CH:3]=[C:4]([CH:10]=[CH:11][C:12]=1[NH:13][CH:14]([CH3:17])[CH2:15][OH:16])[C:5]([O:7][CH2:8][CH3:9])=[O:6].C(N(CC)CC)C.[C:25](Cl)(Cl)=[O:26].O. (4) Given the product [F:18][C:19]1[C:20](=[O:40])[N:21]2[C:25]([CH2:24][CH2:23][CH2:22]2)=[C:26]2[C:27]=1[N:28]([C:29]1[CH:34]=[CH:33][C:32]([I:35])=[CH:31][C:30]=1[F:36])[C:47](=[O:48])[NH:45]2, predict the reactants needed to synthesize it. The reactants are: C1C=CC(P(N=[N+]=[N-])(C2C=CC=CC=2)=O)=CC=1.[F:18][C:19]1[C:20](=[O:40])[N:21]2[C:25](=[C:26](C(O)=O)[C:27]=1[NH:28][C:29]1[CH:34]=[CH:33][C:32]([I:35])=[CH:31][C:30]=1[F:36])[CH2:24][CH2:23][CH2:22]2.CO.O.C[N:45]([CH:47]=[O:48])C.